This data is from Full USPTO retrosynthesis dataset with 1.9M reactions from patents (1976-2016). The task is: Predict the reactants needed to synthesize the given product. (1) Given the product [OH:1][C:2]1[CH:11]=[C:10]2[C:5]([C:6](=[O:24])[C:7]([C:16]3[CH:23]=[CH:22][C:19]([C:20]4[NH:37][C:40](=[O:27])[S:41][N:21]=4)=[CH:18][CH:17]=3)=[C:8]([C:12]([F:15])([F:13])[F:14])[O:9]2)=[CH:4][CH:3]=1, predict the reactants needed to synthesize it. The reactants are: [OH:1][C:2]1[CH:11]=[C:10]2[C:5]([C:6](=[O:24])[C:7]([C:16]3[CH:23]=[CH:22][C:19]([C:20]#[N:21])=[CH:18][CH:17]=3)=[C:8]([C:12]([F:15])([F:14])[F:13])[O:9]2)=[CH:4][CH:3]=1.Cl.N[OH:27].C(N(CC)CC)C.C1N=C[N:37]([C:40](N2C=NC=C2)=[S:41])C=1. (2) Given the product [Br:20][C:11]1[S:10][C:9]([CH2:12][OH:13])=[N:8][C:7]=1[C:3]1[CH:2]=[N:1][CH:6]=[CH:5][CH:4]=1, predict the reactants needed to synthesize it. The reactants are: [N:1]1[CH:6]=[CH:5][CH:4]=[C:3]([C:7]2[N:8]=[C:9]([CH2:12][O:13]C(=O)C(C)(C)C)[S:10][CH:11]=2)[CH:2]=1.[Br:20]Br. (3) Given the product [CH:22]1([O:27][C:28]2[CH:37]=[C:32]([C:33](=[O:34])[CH2:20][C:19]3[C:18]([Cl:21])=[CH:17][N:16]=[CH:15][C:14]=3[Cl:13])[CH:31]=[N:30][C:29]=2[O:38][CH3:39])[CH2:23][CH2:24][CH2:25][CH2:26]1, predict the reactants needed to synthesize it. The reactants are: C([Li])CCC.C(NC(C)C)(C)C.[Cl:13][C:14]1[CH:15]=[N:16][CH:17]=[C:18]([Cl:21])[C:19]=1[CH3:20].[CH:22]1([O:27][C:28]2[C:29]([O:38][CH3:39])=[N:30][CH:31]=[C:32]([CH:37]=2)[C:33](OC)=[O:34])[CH2:26][CH2:25][CH2:24][CH2:23]1.[Cl-].[NH4+]. (4) Given the product [NH2:16][S:2]([C:5]1[CH:6]=[C:7]2[C:11](=[CH:12][CH:13]=1)[NH:10][C:9](=[O:14])[CH2:8]2)(=[O:4])=[O:3], predict the reactants needed to synthesize it. The reactants are: Cl[S:2]([C:5]1[CH:6]=[C:7]2[C:11](=[CH:12][CH:13]=1)[NH:10][C:9](=[O:14])[CH2:8]2)(=[O:4])=[O:3].[OH-].[NH4+:16]. (5) Given the product [C:10]([CH2:9][O:17][C:15](=[O:16])[C:14]1[C:18]([F:23])=[CH:19][C:20]([F:22])=[CH:21][C:13]=1[NH2:12])#[N:11], predict the reactants needed to synthesize it. The reactants are: C(N(CC)CC)C.Cl[CH2:9][C:10]#[N:11].[NH2:12][C:13]1[CH:21]=[C:20]([F:22])[CH:19]=[C:18]([F:23])[C:14]=1[C:15]([OH:17])=[O:16]. (6) Given the product [Br:1][C:2]1[CH:7]=[C:6]([C:8]([O:27][CH3:26])=[O:10])[CH:5]=[C:4]([C:11]([O:13][CH3:14])=[O:12])[CH:3]=1, predict the reactants needed to synthesize it. The reactants are: [Br:1][C:2]1[CH:3]=[C:4]([C:11]([OH:13])=[O:12])[CH:5]=[C:6]([C:8]([OH:10])=O)[CH:7]=1.[C:14]([O-])([O-])=O.[Cs+].[Cs+].CI.O.CN([CH:26]=[O:27])C. (7) Given the product [CH3:1][C:2]1[CH:7]=[CH:6][C:5]([C:8]([C:19]2[CH:24]=[CH:23][CH:22]=[CH:21][CH:20]=2)=[C:9]2[CH2:14][C:13]([CH3:15])([CH3:16])[CH2:12][C:11]([CH3:18])([CH3:17])[CH2:10]2)=[CH:4][C:3]=1[O:25][CH2:26][CH2:27][CH2:28][CH2:29][OH:30], predict the reactants needed to synthesize it. The reactants are: [CH3:1][C:2]1[CH:7]=[CH:6][C:5]([C:8]([C:19]2[CH:24]=[CH:23][CH:22]=[CH:21][CH:20]=2)=[C:9]2[CH2:14][C:13]([CH3:16])([CH3:15])[CH2:12][C:11]([CH3:18])([CH3:17])[CH2:10]2)=[CH:4][C:3]=1[O:25][CH2:26][CH2:27][CH2:28][C:29](O)=[O:30].CC(C[AlH]CC(C)C)C.O. (8) Given the product [CH2:1]([O:8][N:9]1[C:10]2[C:11](=[CH:17][CH:18]=[CH:19][N:20]=2)[C:12]([OH:14])=[C:22]([C:23]([O:25][CH2:26][CH3:27])=[O:24])[C:21]1=[O:28])[C:2]1[CH:7]=[CH:6][CH:5]=[CH:4][CH:3]=1, predict the reactants needed to synthesize it. The reactants are: [CH2:1]([O:8][N:9]([C:21](=[O:28])[CH2:22][C:23]([O:25][CH2:26][CH3:27])=[O:24])[C:10]1[N:20]=[CH:19][CH:18]=[CH:17][C:11]=1[C:12]([O:14]CC)=O)[C:2]1[CH:7]=[CH:6][CH:5]=[CH:4][CH:3]=1.[O-]CC.[Na+].Cl. (9) Given the product [CH3:24][C:21]1[N:20]([CH3:25])[C:19]([C:15]2[CH:14]=[C:13]([NH:12][C:7]3[C:8]4[C:3](=[C:2]([C:36]5[CH:37]=[CH:38][C:33]([F:32])=[CH:34][CH:35]=5)[CH:11]=[CH:10][CH:9]=4)[CH:4]=[CH:5][N:6]=3)[CH:18]=[CH:17][CH:16]=2)=[CH:23][N:22]=1, predict the reactants needed to synthesize it. The reactants are: Br[C:2]1[CH:11]=[CH:10][CH:9]=[C:8]2[C:3]=1[CH:4]=[CH:5][N:6]=[C:7]2[NH:12][C:13]1[CH:18]=[CH:17][CH:16]=[C:15]([C:19]2[N:20]([CH3:25])[C:21]([CH3:24])=[N:22][CH:23]=2)[CH:14]=1.C(=O)([O-])[O-].[Na+].[Na+].[F:32][C:33]1[CH:38]=[CH:37][C:36](B(O)O)=[CH:35][CH:34]=1. (10) Given the product [C:12]([C:4]1[C:3]([O:16][CH2:17][O:18][CH3:19])=[C:2]([CH:7]=[C:6]([C:8]([CH3:11])([CH3:10])[CH3:9])[CH:5]=1)[CH:28]=[O:29])([CH3:15])([CH3:14])[CH3:13], predict the reactants needed to synthesize it. The reactants are: Br[C:2]1[CH:7]=[C:6]([C:8]([CH3:11])([CH3:10])[CH3:9])[CH:5]=[C:4]([C:12]([CH3:15])([CH3:14])[CH3:13])[C:3]=1[O:16][CH2:17][O:18][CH3:19].C([Li])CCC.CN([CH:28]=[O:29])C.Cl.